From a dataset of Full USPTO retrosynthesis dataset with 1.9M reactions from patents (1976-2016). Predict the reactants needed to synthesize the given product. (1) Given the product [CH3:24][O:23][C:20]1([C:18](=[O:17])[CH2:2][C:3]#[N:5])[CH2:22][CH2:21]1, predict the reactants needed to synthesize it. The reactants are: [Li+].[CH3:2][CH:3]([N-:5]C(C)C)C.C(=O)=O.CC(C)=O.C[O:17][C:18]([C:20]1([O:23][CH3:24])[CH2:22][CH2:21]1)=O.C(#N)C. (2) Given the product [F:1][C:2]([C:5]1[S:9][C:8]([C:10]([OH:12])=[O:11])=[CH:7][CH:6]=1)([F:4])[CH3:3], predict the reactants needed to synthesize it. The reactants are: [F:1][C:2]([C:5]1[S:9][C:8]([C:10]([O:12]CC)=[O:11])=[CH:7][CH:6]=1)([F:4])[CH3:3].[OH-].[Na+]. (3) Given the product [C:25]([NH:1][C:2]1[CH:10]=[CH:9][CH:8]=[C:7]2[C:3]=1[CH:4]=[C:5]([CH3:17])[N:6]2[CH2:11][C:12]([O:14][CH2:15][CH3:16])=[O:13])(=[O:27])[CH3:26], predict the reactants needed to synthesize it. The reactants are: [NH2:1][C:2]1[CH:10]=[CH:9][CH:8]=[C:7]2[C:3]=1[CH:4]=[C:5]([CH3:17])[N:6]2[CH2:11][C:12]([O:14][CH2:15][CH3:16])=[O:13].C(N(CC)CC)C.[C:25](Cl)(=[O:27])[CH3:26].O. (4) Given the product [Br:1][C:2]1[CH:7]=[CH:6][C:5]([C:8]2[O:12][N:11]=[C:10]([C:13]3[CH:18]=[CH:17][C:16]([OH:19])=[C:15]([I:23])[CH:14]=3)[N:9]=2)=[CH:4][C:3]=1[Cl:24], predict the reactants needed to synthesize it. The reactants are: [Br:1][C:2]1[CH:7]=[CH:6][C:5]([C:8]2[O:12][N:11]=[C:10]([C:13]3[CH:18]=[CH:17][C:16]([O:19]C(C)C)=[C:15]([I:23])[CH:14]=3)[N:9]=2)=[CH:4][C:3]=1[Cl:24].ClC1C=C(C2ON=C(C3C=CC(OC(C)C)=C(I)C=3)N=2)C=CC=1OCCC. (5) Given the product [C:1]1([S:7]([N:10]2[C:18]3[C:17](=[CH:16][C:15]([C:38]4[N:39]=[C:40]([C:42]5[CH:47]=[CH:46][N:45]=[CH:44][CH:43]=5)[S:41][C:37]=4[CH3:36])=[CH:14][CH:13]=3)[CH:12]=[C:11]2[C:28]2[C:29]([F:35])=[CH:30][CH:31]=[CH:32][C:33]=2[F:34])(=[O:8])=[O:9])[CH:6]=[CH:5][CH:4]=[CH:3][CH:2]=1, predict the reactants needed to synthesize it. The reactants are: [C:1]1([S:7]([N:10]2[C:18]3[C:13](=[CH:14][C:15](B4OC(C)(C)C(C)(C)O4)=[CH:16][CH:17]=3)[CH:12]=[C:11]2[C:28]2[C:33]([F:34])=[CH:32][CH:31]=[CH:30][C:29]=2[F:35])(=[O:9])=[O:8])[CH:6]=[CH:5][CH:4]=[CH:3][CH:2]=1.[CH3:36][C:37]1[S:41][C:40]([C:42]2[CH:47]=[CH:46][N:45]=[CH:44][CH:43]=2)=[N:39][C:38]=1OS(C(F)(F)F)(=O)=O.C([O-])([O-])=O.[K+].[K+].